Dataset: Forward reaction prediction with 1.9M reactions from USPTO patents (1976-2016). Task: Predict the product of the given reaction. (1) Given the reactants N1([C:6]([O:8][CH2:9][C:10]2[C:15]([C:16]([F:19])([F:18])[F:17])=[CH:14][CH:13]=[CH:12][C:11]=2[F:20])=[O:7])C=CN=C1.[OH:21][C@H:22]1[CH2:26][N:25]([C:27]([C:29]2[CH:34]=[CH:33][CH:32]=[CH:31][CH:30]=2)=[O:28])[C@@H:24]2[CH2:35][CH2:36][NH:37][C@H:23]12, predict the reaction product. The product is: [C:27]([N:25]1[C@H:24]2[C@H:23]([N:37]([C:6]([O:8][CH2:9][C:10]3[C:15]([C:16]([F:19])([F:17])[F:18])=[CH:14][CH:13]=[CH:12][C:11]=3[F:20])=[O:7])[CH2:36][CH2:35]2)[C@@H:22]([OH:21])[CH2:26]1)(=[O:28])[C:29]1[CH:34]=[CH:33][CH:32]=[CH:31][CH:30]=1. (2) The product is: [OH-:38].[NH4+:14].[NH2:14][C:15]1[N:20]2[CH:21]=[C:22]([CH2:24][N:25]([CH3:36])[CH:26]3[C:35]4[N:34]=[CH:33][CH:32]=[CH:31][C:30]=4[CH2:29][CH2:28][CH2:27]3)[N:23]=[C:19]2[CH:18]=[CH:17][CH:16]=1. Given the reactants C1(C(=[N:14][C:15]2[N:20]3[CH:21]=[C:22]([CH2:24][N:25]([CH3:36])[CH:26]4[C:35]5[N:34]=[CH:33][CH:32]=[CH:31][C:30]=5[CH2:29][CH2:28][CH2:27]4)[N:23]=[C:19]3[CH:18]=[CH:17][CH:16]=2)C2C=CC=CC=2)C=CC=CC=1.Cl.[O:38]1CCCC1, predict the reaction product. (3) Given the reactants Br[CH2:2][C:3]1[NH:8][C:7]([C:9]2[S:10][CH:11]=[CH:12][N:13]=2)=[N:6][CH:5]([C:14]2[CH:19]=[CH:18][C:17]([Cl:20])=[CH:16][C:15]=2[Cl:21])[C:4]=1[C:22]([O:24][CH3:25])=[O:23].[CH3:26][C@H:27]1[O:32][CH2:31][CH2:30][NH:29][C@@H:28]1[C:33]([OH:35])=[O:34], predict the reaction product. The product is: [Cl:21][C:15]1[CH:16]=[C:17]([Cl:20])[CH:18]=[CH:19][C:14]=1[CH:5]1[N:6]=[C:7]([C:9]2[S:10][CH:11]=[CH:12][N:13]=2)[NH:8][C:3]([CH2:2][N:29]2[CH2:30][CH2:31][O:32][C@H:27]([CH3:26])[C@H:28]2[C:33]([OH:35])=[O:34])=[C:4]1[C:22]([O:24][CH3:25])=[O:23]. (4) Given the reactants [CH:1]1([NH:4][C:5](=[O:31])[C:6]2[CH:11]=[C:10]([F:12])[C:9]([CH3:13])=[C:8]([C:14]3[CH:15]=[C:16]4[C:21](=[CH:22][CH:23]=3)[C:20](=[O:24])[N:19]([CH2:25][CH:26]3[CH2:28][CH2:27]3)[CH:18]=[C:17]4[CH:29]=O)[CH:7]=2)[CH2:3][CH2:2]1.[CH3:32][N:33]([CH3:38])[CH2:34][CH2:35][CH2:36][NH2:37], predict the reaction product. The product is: [CH:1]1([NH:4][C:5](=[O:31])[C:6]2[CH:11]=[C:10]([F:12])[C:9]([CH3:13])=[C:8]([C:14]3[CH:15]=[C:16]4[C:21](=[CH:22][CH:23]=3)[C:20](=[O:24])[N:19]([CH2:25][CH:26]3[CH2:27][CH2:28]3)[CH:18]=[C:17]4[CH2:29][NH:37][CH2:36][CH2:35][CH2:34][N:33]([CH3:38])[CH3:32])[CH:7]=2)[CH2:2][CH2:3]1.